From a dataset of Retrosynthesis with 50K atom-mapped reactions and 10 reaction types from USPTO. Predict the reactants needed to synthesize the given product. Given the product CCOC(=O)CC1OB(O)c2cc(Oc3nc(Cl)ns3)cc(C)c21, predict the reactants needed to synthesize it. The reactants are: CCOC(=O)CC1OB(O)c2cc(O)cc(C)c21.Clc1nsc(Cl)n1.